This data is from Reaction yield outcomes from USPTO patents with 853,638 reactions. The task is: Predict the reaction yield, written as a fraction of the theoretical maximum amount of product (1.0 means a 100% yield; for example, 0.34 means a 34% yield). (1) The reactants are [C:1]([O:5][C:6]([N:8]1[CH2:14][CH2:13][C:12]2[CH:15]=[C:16]([C:19](=[N:21][OH:22])[CH3:20])[CH:17]=[CH:18][C:11]=2[CH2:10][CH2:9]1)=[O:7])([CH3:4])([CH3:3])[CH3:2].[CH2:23]([Li])[CH2:24]CC.CN(OC)C(=O)C.S(=O)(=O)(O)O.C(=O)(O)[O-].[Na+].C(OC(OC(C)(C)C)=O)(OC(C)(C)C)=O.Cl.NO. The catalyst is O1CCCC1.N1C=CC=CC=1.ClCCl.O. The product is [C:1]([O:5][C:6]([N:8]1[CH2:14][CH2:13][C:12]2[CH:15]=[C:16]([C:19]3[CH:20]=[C:23]([CH3:24])[O:22][N:21]=3)[CH:17]=[CH:18][C:11]=2[CH2:10][CH2:9]1)=[O:7])([CH3:4])([CH3:2])[CH3:3]. The yield is 0.610. (2) The reactants are [OH:1][C:2]1[N:10]=[CH:9][CH:8]=[CH:7][C:3]=1[C:4]([OH:6])=[O:5].[Cl:11][S:12](O)(=[O:14])=[O:13]. No catalyst specified. The product is [Cl:11][S:12]([C:8]1[CH:9]=[N:10][C:2]([OH:1])=[C:3]([CH:7]=1)[C:4]([OH:6])=[O:5])(=[O:14])=[O:13]. The yield is 0.440. (3) The reactants are [CH3:1][C:2]1[CH:8]=[CH:7][C:5]([NH2:6])=[CH:4][C:3]=1[N+:9]([O-:11])=[O:10].CCN(C(C)C)C(C)C.[F:21][C:22]([F:33])([F:32])[C:23]1[CH:24]=[C:25]([CH:29]=[CH:30][CH:31]=1)[C:26](Cl)=[O:27]. The catalyst is ClCCl. The product is [CH3:1][C:2]1[CH:8]=[CH:7][C:5]([NH:6][C:26](=[O:27])[C:25]2[CH:29]=[CH:30][CH:31]=[C:23]([C:22]([F:21])([F:32])[F:33])[CH:24]=2)=[CH:4][C:3]=1[N+:9]([O-:11])=[O:10]. The yield is 0.990. (4) The reactants are C([O:3][C:4](=O)[C:5]([F:17])([F:16])[C:6]1[CH:15]=[CH:14][C:13]2[C:8](=[CH:9][CH:10]=[CH:11][CH:12]=2)[N:7]=1)C.[BH4-].[Na+]. The catalyst is C(O)C. The product is [F:17][C:5]([F:16])([C:6]1[CH:15]=[CH:14][C:13]2[C:8](=[CH:9][CH:10]=[CH:11][CH:12]=2)[N:7]=1)[CH2:4][OH:3]. The yield is 0.440. (5) The reactants are [CH3:1][O:2][C:3]1[CH:4]=[C:5]2[C:10](=[CH:11][CH:12]=1)[N:9]=[C:8]([CH2:13][OH:14])[N:7]=[CH:6]2. The catalyst is CC(=O)OCC. The product is [CH3:1][O:2][C:3]1[CH:4]=[C:5]2[C:10](=[CH:11][CH:12]=1)[N:9]=[C:8]([CH:13]=[O:14])[N:7]=[CH:6]2. The yield is 0.950. (6) The reactants are [CH3:1][C:2]1[CH:3]=[C:4]([CH:9]=[CH:10][C:11]#[N:12])[CH:5]=[C:6]([CH3:8])[CH:7]=1.C1C(=O)[N:17](Br)[C:15](=O)C1.C(OOC(=O)C1C=CC=CC=1)(=O)C1C=CC=CC=1.[C-]#N.[K+]. The catalyst is C(Cl)(Cl)(Cl)Cl.C(O)C.[W]. The product is [C:15]([CH2:1][C:2]1[CH:3]=[C:4]([CH:9]=[CH:10][C:11]#[N:12])[CH:5]=[C:6]([CH3:8])[CH:7]=1)#[N:17]. The yield is 0.360.